From a dataset of Catalyst prediction with 721,799 reactions and 888 catalyst types from USPTO. Predict which catalyst facilitates the given reaction. (1) The catalyst class is: 3. Product: [CH2:41]([N:22]1[CH2:21][CH2:20][CH:19]([N:18]2[C:12]3[CH:11]=[C:10]([O:9][CH2:8][CH2:7][N:1]4[CH2:2][CH2:3][CH2:4][CH2:5][CH2:6]4)[N:15]=[CH:14][C:13]=3[NH:16]/[C:17]/2=[N:25]\[C:26](=[O:33])[C:27]2[CH:32]=[CH:31][CH:30]=[CH:29][CH:28]=2)[CH2:24][CH2:23]1)[CH:42]([CH3:44])[CH3:43]. Reactant: [N:1]1([CH2:7][CH2:8][O:9][C:10]2[N:15]=[CH:14][C:13]3[NH:16]/[C:17](=[N:25]\[C:26](=[O:33])[C:27]4[CH:32]=[CH:31][CH:30]=[CH:29][CH:28]=4)/[N:18]([CH:19]4[CH2:24][CH2:23][NH:22][CH2:21][CH2:20]4)[C:12]=3[CH:11]=2)[CH2:6][CH2:5][CH2:4][CH2:3][CH2:2]1.C(=O)([O-])[O-].[K+].[K+].Br[CH2:41][CH:42]([CH3:44])[CH3:43]. (2) Reactant: [Br:1][C:2]1[CH:7]=[C:6]([Cl:8])[CH:5]=[CH:4][C:3]=1[CH2:9][CH2:10]O.C(Br)(Br)(Br)[Br:13].C(Cl)Cl.C1(P(C2C=CC=CC=2)C2C=CC=CC=2)C=CC=CC=1. Product: [Br:1][C:2]1[CH:7]=[C:6]([Cl:8])[CH:5]=[CH:4][C:3]=1[CH2:9][CH2:10][Br:13]. The catalyst class is: 81. (3) Reactant: [CH2:1]([Mg]Br)[CH3:2].CON(C)[C:8]([C:10]1[S:14][C:13]2[C:15]([O:19][CH3:20])=[CH:16][CH:17]=[CH:18][C:12]=2[CH:11]=1)=[O:9]. The catalyst class is: 7. Product: [CH3:20][O:19][C:15]1[C:13]2[S:14][C:10]([C:8](=[O:9])[CH2:1][CH3:2])=[CH:11][C:12]=2[CH:18]=[CH:17][CH:16]=1. (4) Reactant: Cl[C:2]1[C:7]([N+:8]([O-:10])=[O:9])=[CH:6][N:5]=[C:4]2[CH:11]=[CH:12][S:13][C:3]=12.[CH:14]12[CH2:20][CH:17]([CH2:18][CH2:19]1)[CH2:16][CH:15]2[NH2:21].C(N(CC)CC)C. Product: [CH:14]12[CH2:20][CH:17]([CH2:18][CH2:19]1)[CH2:16][C@@H:15]2[NH:21][C:2]1[C:7]([N+:8]([O-:10])=[O:9])=[CH:6][N:5]=[C:4]2[CH:11]=[CH:12][S:13][C:3]=12. The catalyst class is: 32. (5) Reactant: [Cl:1][C:2]1[CH:3]=[C:4]([CH2:9][N:10]2[C:14]([CH3:15])=[C:13]([C:16]([NH:18][C:19]3[S:20][C:21]([C:24]([O:26]C)=[O:25])=[CH:22][N:23]=3)=[O:17])[N:12]=[N:11]2)[CH:5]=[CH:6][C:7]=1[Cl:8].[OH-].[Na+]. Product: [Cl:1][C:2]1[CH:3]=[C:4]([CH2:9][N:10]2[C:14]([CH3:15])=[C:13]([C:16]([NH:18][C:19]3[S:20][C:21]([C:24]([OH:26])=[O:25])=[CH:22][N:23]=3)=[O:17])[N:12]=[N:11]2)[CH:5]=[CH:6][C:7]=1[Cl:8]. The catalyst class is: 14. (6) Reactant: [CH3:1][Si:2]1([C:27]2[CH:32]=[CH:31][CH:30]=[CH:29][CH:28]=2)[CH2:7][CH2:6][N:5]([C:8]2[CH:9]=[CH:10][C:11]([N:14]3[C:23]4[C:18](=[CH:19][CH:20]=[CH:21][CH:22]=4)[N:17](C(O)=O)[CH2:16][CH2:15]3)=[N:12][CH:13]=2)[CH2:4][CH2:3]1.Cl. Product: [CH3:1][Si:2]1([C:27]2[CH:32]=[CH:31][CH:30]=[CH:29][CH:28]=2)[CH2:3][CH2:4][N:5]([C:8]2[CH:9]=[CH:10][C:11]([N:14]3[C:23]4[C:18](=[CH:19][CH:20]=[CH:21][CH:22]=4)[NH:17][CH2:16][CH2:15]3)=[N:12][CH:13]=2)[CH2:6][CH2:7]1. The catalyst class is: 269. (7) Reactant: [CH3:1][N:2]1[CH2:15][CH2:14][C:5]2[NH:6][C:7]3[C:8]([CH3:13])=[CH:9][CH:10]=[CH:11][C:12]=3[C:4]=2[CH2:3]1.[OH-:16].[K+].[F:18][C:19]([F:29])([F:28])[C:20]1C=CC(C=C)=CN=1.[OH2:30]. The catalyst class is: 37. Product: [CH3:1][N:2]1[CH2:15][CH2:14][C:5]2[NH:6][C:7]3[C:8]([CH3:13])=[CH:9][CH:10]=[CH:11][C:12]=3[C:4]=2[CH2:3]1.[C:20]([OH:30])([C:19]([F:29])([F:28])[F:18])=[O:16].